Dataset: Forward reaction prediction with 1.9M reactions from USPTO patents (1976-2016). Task: Predict the product of the given reaction. Given the reactants [CH3:1][O:2][C:3]1[CH:4]=[C:5]([NH:13][C:14]2[N:15]=[CH:16][C:17]3[CH2:23][NH:22][CH2:21][CH2:20][C:18]=3[N:19]=2)[CH:6]=[C:7]([O:11][CH3:12])[C:8]=1[O:9][CH3:10].[C:24]([O:32]C(=O)C1C=CC=CC=1)(=O)[C:25]1[CH:30]=[CH:29][CH:28]=C[CH:26]=1.[N:41]1C=CC=CC=1, predict the reaction product. The product is: [N:41]1[CH:28]=[CH:29][CH:30]=[C:25]([C:24]([N:22]2[CH2:21][CH2:20][C:18]3[N:19]=[C:14]([NH:13][C:5]4[CH:6]=[C:7]([O:11][CH3:12])[C:8]([O:9][CH3:10])=[C:3]([O:2][CH3:1])[CH:4]=4)[N:15]=[CH:16][C:17]=3[CH2:23]2)=[O:32])[CH:26]=1.